This data is from Forward reaction prediction with 1.9M reactions from USPTO patents (1976-2016). The task is: Predict the product of the given reaction. (1) Given the reactants [CH3:1][O:2][C:3](=[O:9])[C:4]([CH3:8])([CH3:7])[CH2:5][OH:6].N1C=CC=CC=1.[CH3:16][S:17](Cl)(=[O:19])=[O:18].O, predict the reaction product. The product is: [CH3:1][O:2][C:3](=[O:9])[C:4]([CH3:8])([CH3:7])[CH2:5][O:6][S:17]([CH3:16])(=[O:19])=[O:18]. (2) Given the reactants [CH3:1][O:2][C:3](=[O:15])/[CH:4]=[CH:5]/[C:6]1[CH:7]=[C:8](B(O)O)[CH:9]=[CH:10][CH:11]=1.Cl[C:17]1[N:22]=[C:21]([N:23]2[CH2:29][CH2:28][CH2:27][N:26]([CH3:30])[CH2:25][CH2:24]2)[CH:20]=[N:19][CH:18]=1.C([O-])([O-])=O.[Na+].[Na+], predict the reaction product. The product is: [CH3:1][O:2][C:3](=[O:15])/[CH:4]=[CH:5]/[C:6]1[CH:11]=[CH:10][CH:9]=[C:8]([C:17]2[CH:18]=[N:19][CH:20]=[C:21]([N:23]3[CH2:29][CH2:28][CH2:27][N:26]([CH3:30])[CH2:25][CH2:24]3)[N:22]=2)[CH:7]=1. (3) The product is: [OH2:3].[OH:17][C:13]1[CH:12]=[C:11]([C:9]2[N:8]=[N:7][N:6]([CH2:5][C:4]([OH:18])=[O:3])[CH:10]=2)[CH:16]=[CH:15][CH:14]=1. Given the reactants C([O:3][C:4](=[O:18])[CH2:5][N:6]1[CH:10]=[C:9]([C:11]2[CH:16]=[CH:15][CH:14]=[C:13]([OH:17])[CH:12]=2)[N:8]=[N:7]1)C.[OH-].[Na+], predict the reaction product. (4) Given the reactants [NH2:1][C:2]1[N:3]([CH3:8])[N:4]=[CH:5][C:6]=1[Br:7].CC(C)([O-])C.[Na+].C1C=CC(P([C:28]2[C:37]([C:38]3[C:47](P(C4C=CC=CC=4)C4C=CC=CC=4)=[CH:46][CH:45]=[C:44]4[C:39]=3C=CC=C4)=[C:36]3[C:31](C=CC=C3)=[CH:30][CH:29]=2)C2C=CC=CC=2)=CC=1.C1(C)C=CC=CC=1, predict the reaction product. The product is: [C:37]1([C:38]2[CH:39]=[CH:44][CH:45]=[CH:46][CH:47]=2)[CH:28]=[CH:29][CH:30]=[C:31]([NH:1][C:2]2[N:3]([CH3:8])[N:4]=[CH:5][C:6]=2[Br:7])[CH:36]=1. (5) Given the reactants Cl[C:2]1[C:7]([C:8]([F:11])([F:10])[F:9])=[CH:6][N:5]=[C:4]([NH:12][C:13]2[CH:18]=[CH:17][C:16]([CH:19]3[CH2:22][N:21]([C:23]([O:25][C:26]([CH3:29])([CH3:28])[CH3:27])=[O:24])[CH2:20]3)=[CH:15][CH:14]=2)[N:3]=1.C1C=CC(P(C2C=CC=CC=2)C2C=CC=CC=2)=CC=1.[C:49]([C:51]1[CH:56]=[CH:55][CH:54]=[CH:53][C:52]=1[C:57]1([C:60]([O:62][CH3:63])=[O:61])[CH2:59][CH2:58]1)#[CH:50].CCN(CC)CC, predict the reaction product. The product is: [CH3:63][O:62][C:60]([C:57]1([C:52]2[CH:53]=[CH:54][CH:55]=[CH:56][C:51]=2[C:49]#[C:50][C:2]2[C:7]([C:8]([F:11])([F:10])[F:9])=[CH:6][N:5]=[C:4]([NH:12][C:13]3[CH:18]=[CH:17][C:16]([CH:19]4[CH2:22][N:21]([C:23]([O:25][C:26]([CH3:29])([CH3:28])[CH3:27])=[O:24])[CH2:20]4)=[CH:15][CH:14]=3)[N:3]=2)[CH2:59][CH2:58]1)=[O:61]. (6) Given the reactants [NH2:1][C:2]1[CH:3]=[C:4]2[C:9](=[CH:10][CH:11]=1)[N:8]=[C:7]([O:12][C:13]1[CH:18]=[CH:17][C:16]([F:19])=[CH:15][C:14]=1[C:20](=[O:22])[CH3:21])[C:6]([CH2:23][C:24]1[CH:29]=[CH:28][CH:27]=[CH:26][CH:25]=1)=[CH:5]2.N([O-])=O.[Na+].[N-:34]=[N+:35]=[N-].[Na+].C([O-])(=O)C.[Na+], predict the reaction product. The product is: [N:1]([C:2]1[CH:3]=[C:4]2[C:9](=[CH:10][CH:11]=1)[N:8]=[C:7]([O:12][C:13]1[CH:18]=[CH:17][C:16]([F:19])=[CH:15][C:14]=1[C:20](=[O:22])[CH3:21])[C:6]([CH2:23][C:24]1[CH:25]=[CH:26][CH:27]=[CH:28][CH:29]=1)=[CH:5]2)=[N+:34]=[N-:35].